This data is from NCI-60 drug combinations with 297,098 pairs across 59 cell lines. The task is: Regression. Given two drug SMILES strings and cell line genomic features, predict the synergy score measuring deviation from expected non-interaction effect. (1) Drug 1: CC1=C(C=C(C=C1)NC(=O)C2=CC=C(C=C2)CN3CCN(CC3)C)NC4=NC=CC(=N4)C5=CN=CC=C5. Drug 2: CCCCC(=O)OCC(=O)C1(CC(C2=C(C1)C(=C3C(=C2O)C(=O)C4=C(C3=O)C=CC=C4OC)O)OC5CC(C(C(O5)C)O)NC(=O)C(F)(F)F)O. Cell line: SNB-19. Synergy scores: CSS=28.7, Synergy_ZIP=0.291, Synergy_Bliss=0.599, Synergy_Loewe=-11.1, Synergy_HSA=-0.563. (2) Drug 1: CNC(=O)C1=CC=CC=C1SC2=CC3=C(C=C2)C(=NN3)C=CC4=CC=CC=N4. Drug 2: CN(C)N=NC1=C(NC=N1)C(=O)N. Cell line: HOP-92. Synergy scores: CSS=-3.82, Synergy_ZIP=-0.219, Synergy_Bliss=-6.86, Synergy_Loewe=-7.65, Synergy_HSA=-8.10. (3) Drug 1: C1=CN(C(=O)N=C1N)C2C(C(C(O2)CO)O)O.Cl. Drug 2: CC1=C(C(=CC=C1)Cl)NC(=O)C2=CN=C(S2)NC3=CC(=NC(=N3)C)N4CCN(CC4)CCO. Cell line: OVCAR-4. Synergy scores: CSS=16.2, Synergy_ZIP=-0.567, Synergy_Bliss=5.61, Synergy_Loewe=-0.0837, Synergy_HSA=-0.0538. (4) Drug 1: C1=NC2=C(N=C(N=C2N1C3C(C(C(O3)CO)O)O)F)N. Drug 2: CNC(=O)C1=NC=CC(=C1)OC2=CC=C(C=C2)NC(=O)NC3=CC(=C(C=C3)Cl)C(F)(F)F. Cell line: SF-268. Synergy scores: CSS=-2.14, Synergy_ZIP=0.897, Synergy_Bliss=-0.322, Synergy_Loewe=-5.50, Synergy_HSA=-3.45. (5) Synergy scores: CSS=47.5, Synergy_ZIP=4.72, Synergy_Bliss=5.76, Synergy_Loewe=-0.517, Synergy_HSA=7.18. Drug 1: COC1=CC(=CC(=C1O)OC)C2C3C(COC3=O)C(C4=CC5=C(C=C24)OCO5)OC6C(C(C7C(O6)COC(O7)C8=CC=CS8)O)O. Drug 2: CCN(CC)CCCC(C)NC1=C2C=C(C=CC2=NC3=C1C=CC(=C3)Cl)OC. Cell line: OVCAR-8. (6) Drug 1: CCCCCOC(=O)NC1=NC(=O)N(C=C1F)C2C(C(C(O2)C)O)O. Drug 2: C1C(C(OC1N2C=NC3=C2NC=NCC3O)CO)O. Cell line: EKVX. Synergy scores: CSS=1.29, Synergy_ZIP=-0.0856, Synergy_Bliss=0.212, Synergy_Loewe=-1.74, Synergy_HSA=-2.31. (7) Drug 1: CC1=C(N=C(N=C1N)C(CC(=O)N)NCC(C(=O)N)N)C(=O)NC(C(C2=CN=CN2)OC3C(C(C(C(O3)CO)O)O)OC4C(C(C(C(O4)CO)O)OC(=O)N)O)C(=O)NC(C)C(C(C)C(=O)NC(C(C)O)C(=O)NCCC5=NC(=CS5)C6=NC(=CS6)C(=O)NCCC[S+](C)C)O. Drug 2: CNC(=O)C1=NC=CC(=C1)OC2=CC=C(C=C2)NC(=O)NC3=CC(=C(C=C3)Cl)C(F)(F)F. Cell line: SF-295. Synergy scores: CSS=42.6, Synergy_ZIP=-0.775, Synergy_Bliss=-1.67, Synergy_Loewe=-27.8, Synergy_HSA=-1.18. (8) Drug 1: CCC(=C(C1=CC=CC=C1)C2=CC=C(C=C2)OCCN(C)C)C3=CC=CC=C3.C(C(=O)O)C(CC(=O)O)(C(=O)O)O. Drug 2: C#CCC(CC1=CN=C2C(=N1)C(=NC(=N2)N)N)C3=CC=C(C=C3)C(=O)NC(CCC(=O)O)C(=O)O. Cell line: NCI-H460. Synergy scores: CSS=68.7, Synergy_ZIP=2.36, Synergy_Bliss=-0.0853, Synergy_Loewe=-0.0976, Synergy_HSA=-0.00110.